Dataset: NCI-60 drug combinations with 297,098 pairs across 59 cell lines. Task: Regression. Given two drug SMILES strings and cell line genomic features, predict the synergy score measuring deviation from expected non-interaction effect. (1) Drug 1: CN(CC1=CN=C2C(=N1)C(=NC(=N2)N)N)C3=CC=C(C=C3)C(=O)NC(CCC(=O)O)C(=O)O. Drug 2: CC1=C(C(CCC1)(C)C)C=CC(=CC=CC(=CC(=O)O)C)C. Cell line: SK-MEL-5. Synergy scores: CSS=38.0, Synergy_ZIP=-2.82, Synergy_Bliss=-6.69, Synergy_Loewe=-61.2, Synergy_HSA=-8.00. (2) Drug 1: C1=CN(C(=O)N=C1N)C2C(C(C(O2)CO)O)O.Cl. Drug 2: CCCCCOC(=O)NC1=NC(=O)N(C=C1F)C2C(C(C(O2)C)O)O. Cell line: SR. Synergy scores: CSS=-1.07, Synergy_ZIP=-1.25, Synergy_Bliss=-2.34, Synergy_Loewe=-3.64, Synergy_HSA=-4.18. (3) Drug 1: C1=CC(=CC=C1CCCC(=O)O)N(CCCl)CCCl. Drug 2: CCC1=C2CN3C(=CC4=C(C3=O)COC(=O)C4(CC)O)C2=NC5=C1C=C(C=C5)O. Cell line: SW-620. Synergy scores: CSS=36.7, Synergy_ZIP=-9.96, Synergy_Bliss=-8.70, Synergy_Loewe=-8.45, Synergy_HSA=-3.03. (4) Drug 1: CC1C(C(CC(O1)OC2CC(OC(C2O)C)OC3=CC4=CC5=C(C(=O)C(C(C5)C(C(=O)C(C(C)O)O)OC)OC6CC(C(C(O6)C)O)OC7CC(C(C(O7)C)O)OC8CC(C(C(O8)C)O)(C)O)C(=C4C(=C3C)O)O)O)O. Drug 2: C#CCC(CC1=CN=C2C(=N1)C(=NC(=N2)N)N)C3=CC=C(C=C3)C(=O)NC(CCC(=O)O)C(=O)O. Cell line: 786-0. Synergy scores: CSS=45.2, Synergy_ZIP=-0.390, Synergy_Bliss=0.565, Synergy_Loewe=-9.77, Synergy_HSA=1.90. (5) Drug 1: CCN(CC)CCNC(=O)C1=C(NC(=C1C)C=C2C3=C(C=CC(=C3)F)NC2=O)C. Drug 2: C(CCl)NC(=O)N(CCCl)N=O. Cell line: MDA-MB-435. Synergy scores: CSS=8.34, Synergy_ZIP=-5.96, Synergy_Bliss=-6.57, Synergy_Loewe=-3.85, Synergy_HSA=-4.80. (6) Drug 1: C1=C(C(=O)NC(=O)N1)N(CCCl)CCCl. Drug 2: COCCOC1=C(C=C2C(=C1)C(=NC=N2)NC3=CC=CC(=C3)C#C)OCCOC.Cl. Cell line: LOX IMVI. Synergy scores: CSS=38.4, Synergy_ZIP=-7.92, Synergy_Bliss=-4.02, Synergy_Loewe=-3.66, Synergy_HSA=-2.53. (7) Drug 1: CNC(=O)C1=CC=CC=C1SC2=CC3=C(C=C2)C(=NN3)C=CC4=CC=CC=N4. Drug 2: C(CC(=O)O)C(=O)CN.Cl. Cell line: SW-620. Synergy scores: CSS=-4.33, Synergy_ZIP=0.0441, Synergy_Bliss=-4.89, Synergy_Loewe=-11.6, Synergy_HSA=-7.96. (8) Drug 2: CC(C1=C(C=CC(=C1Cl)F)Cl)OC2=C(N=CC(=C2)C3=CN(N=C3)C4CCNCC4)N. Cell line: HS 578T. Drug 1: COC1=C(C=C2C(=C1)N=CN=C2NC3=CC(=C(C=C3)F)Cl)OCCCN4CCOCC4. Synergy scores: CSS=10.6, Synergy_ZIP=3.10, Synergy_Bliss=7.56, Synergy_Loewe=1.35, Synergy_HSA=2.54. (9) Drug 1: C1=C(C(=O)NC(=O)N1)N(CCCl)CCCl. Drug 2: CC1=C2C(C(=O)C3(C(CC4C(C3C(C(C2(C)C)(CC1OC(=O)C(C(C5=CC=CC=C5)NC(=O)C6=CC=CC=C6)O)O)OC(=O)C7=CC=CC=C7)(CO4)OC(=O)C)O)C)OC(=O)C. Cell line: HOP-62. Synergy scores: CSS=34.6, Synergy_ZIP=-1.37, Synergy_Bliss=1.42, Synergy_Loewe=-6.88, Synergy_HSA=1.62.